Dataset: Catalyst prediction with 721,799 reactions and 888 catalyst types from USPTO. Task: Predict which catalyst facilitates the given reaction. Reactant: Cl.[NH2:2][C@H:3]([C:6]1[CH:11]=[CH:10][C:9]([Br:12])=[CH:8][CH:7]=1)[CH2:4][OH:5].[C:13](O[C:13]([O:15][C:16]([CH3:19])([CH3:18])[CH3:17])=[O:14])([O:15][C:16]([CH3:19])([CH3:18])[CH3:17])=[O:14].C(=O)(O)[O-].[Na+]. Product: [Br:12][C:9]1[CH:10]=[CH:11][C:6]([C@@H:3]([NH:2][C:13](=[O:14])[O:15][C:16]([CH3:19])([CH3:18])[CH3:17])[CH2:4][OH:5])=[CH:7][CH:8]=1. The catalyst class is: 49.